From a dataset of Reaction yield outcomes from USPTO patents with 853,638 reactions. Predict the reaction yield, written as a fraction of the theoretical maximum amount of product (1.0 means a 100% yield; for example, 0.34 means a 34% yield). (1) The catalyst is C([O-])(=O)C.[Pd+2].C([O-])(=O)C.C1(C)C=CC=CC=1. The yield is 0.430. The reactants are Br[C:2]1[CH:15]=[CH:14][C:13]2[C:4](=[C:5](Br)[C:6]3[C:11]([C:12]=2Br)=[CH:10][C:9](Br)=[CH:8][CH:7]=3)[CH:3]=1.[C:19]1([NH:25][C:26]2[CH:31]=[CH:30][CH:29]=[CH:28][CH:27]=2)[CH:24]=[CH:23][CH:22]=[CH:21][CH:20]=1.C[C:33]([CH3:36])([O-])[CH3:34].[Na+].C(P([C:47]([CH3:50])([CH3:49])C)C(C)(C)C)(C)(C)C. The product is [C:26]1([N:25]([C:19]2[CH:20]=[CH:21][CH:22]=[CH:23][CH:24]=2)[C:2]2[CH:15]=[CH:14][C:13]3[C:4](=[C:5]([N:25]([C:34]4[CH:33]=[CH:36][CH:49]=[CH:47][CH:50]=4)[C:19]4[CH:24]=[CH:23][CH:22]=[CH:21][CH:20]=4)[C:6]4[C:11]([C:12]=3[N:25]([C:19]3[CH:20]=[CH:21][CH:22]=[CH:23][CH:24]=3)[C:26]3[CH:27]=[CH:28][CH:29]=[CH:30][CH:31]=3)=[CH:10][C:9]([N:25]([C:19]3[CH:20]=[CH:21][CH:22]=[CH:23][CH:24]=3)[C:26]3[CH:27]=[CH:28][CH:29]=[CH:30][CH:31]=3)=[CH:8][CH:7]=4)[CH:3]=2)[CH:27]=[CH:28][CH:29]=[CH:30][CH:31]=1. (2) The reactants are [CH:1]1[C:10]2[C:5](=[CH:6][C:7]([C:11](=O)[CH2:12][C:13]3[CH:18]=[CH:17][CH:16]=[CH:15][CH:14]=3)=[CH:8][CH:9]=2)[CH:4]=[CH:3][N:2]=1.[CH2:20]([O:22][C:23]1[CH:24]=[C:25]([CH:28]=[C:29]([N+:32]([O-:34])=[O:33])[C:30]=1[OH:31])[CH:26]=O)[CH3:21].[NH2:35][C:36]([NH2:38])=[O:37].Cl. The catalyst is C(O)C. The product is [CH2:20]([O:22][C:23]1[CH:24]=[C:25]([CH:26]2[C:12]([C:13]3[CH:18]=[CH:17][CH:16]=[CH:15][CH:14]=3)=[C:11]([C:7]3[CH:6]=[C:5]4[C:10](=[CH:9][CH:8]=3)[CH:1]=[N:2][CH:3]=[CH:4]4)[NH:38][C:36](=[O:37])[NH:35]2)[CH:28]=[C:29]([N+:32]([O-:34])=[O:33])[C:30]=1[OH:31])[CH3:21]. The yield is 0.343. (3) The reactants are [CH3:1][CH:2]([CH3:18])[CH2:3][CH:4]([N:8]1[C:16]2[C:11](=[CH:12][CH:13]=[CH:14][CH:15]=2)[CH2:10][C:9]1=[O:17])[C:5]([OH:7])=O.[S:19]1[CH:23]=[CH:22][N:21]=[C:20]1[NH2:24].C(N(CC)C(C)C)(C)C.F[P-](F)(F)(F)(F)F.N1(O[P+](N(C)C)(N(C)C)N(C)C)C2C=CC=CC=2N=N1. The catalyst is CN(C)C=O.C(OCC)(=O)C. The product is [S:19]1[CH:23]=[CH:22][N:21]=[C:20]1[NH:24][C:5](=[O:7])[CH:4]([N:8]1[C:16]2[C:11](=[CH:12][CH:13]=[CH:14][CH:15]=2)[CH2:10][C:9]1=[O:17])[CH2:3][CH:2]([CH3:1])[CH3:18]. The yield is 0.300. (4) The product is [Cl:1][C:2]1[CH:3]=[CH:4][C:5]2[O:9][C:8]([CH:10]([NH:20][C:21]3[CH:22]=[CH:23][C:24]([C:27]([NH:29][CH2:30][CH2:31][C:32]([OH:34])=[O:33])=[O:28])=[CH:25][CH:26]=3)[CH:11]3[CH2:16][CH2:15][CH2:14][CH2:13][CH2:12]3)=[C:7]([CH3:18])[C:6]=2[CH:19]=1. The yield is 0.310. The catalyst is C(O)C.O1CCCC1.CN(C)C=O. The reactants are [Cl:1][C:2]1[CH:3]=[CH:4][C:5]2[O:9][C:8]([CH:10](Cl)[CH:11]3[CH2:16][CH2:15][CH2:14][CH2:13][CH2:12]3)=[C:7]([CH3:18])[C:6]=2[CH:19]=1.[NH2:20][C:21]1[CH:26]=[CH:25][C:24]([C:27]([NH:29][CH2:30][CH2:31][C:32]([O:34]CC)=[O:33])=[O:28])=[CH:23][CH:22]=1.[I-].[Na+].C(=O)([O-])[O-].[Na+].[Na+].Cl. (5) The reactants are [F:1][C:2]1[C:7]2[N:8]=[N:9][S:10][C:6]=2[CH:5]=[C:4]([C:11]([O:13]C)=[O:12])[C:3]=1[NH:15][C:16]1[CH:21]=[CH:20][C:19]([I:22])=[CH:18][C:17]=1[F:23].[Li+].[OH-].Cl. The catalyst is C1COCC1.CO. The product is [F:1][C:2]1[C:7]2[N:8]=[N:9][S:10][C:6]=2[CH:5]=[C:4]([C:11]([OH:13])=[O:12])[C:3]=1[NH:15][C:16]1[CH:21]=[CH:20][C:19]([I:22])=[CH:18][C:17]=1[F:23]. The yield is 0.940. (6) The reactants are [NH2:1][C:2]1[CH:7]=[CH:6][C:5]([CH:8]2[N:12]([C:13]3[CH:18]=[CH:17][C:16]([F:19])=[CH:15][CH:14]=3)[CH:11]([C:20]3[CH:25]=[CH:24][C:23]([C:26]4[N:27]=[C:28]([C@@H:31]5[CH2:35][CH2:34][CH2:33][N:32]5[C:36]([O:38][C:39]([CH3:42])([CH3:41])[CH3:40])=[O:37])[NH:29][CH:30]=4)=[CH:22][CH:21]=3)[CH2:10][CH2:9]2)=[CH:4][CH:3]=1.[C:43]([O:47][C:48]([N:50]1[CH2:54][CH2:53][CH2:52][C@H:51]1[C:55](O)=[O:56])=[O:49])([CH3:46])([CH3:45])[CH3:44].CN(C(ON1N=NC2C=CC=NC1=2)=[N+](C)C)C.F[P-](F)(F)(F)(F)F.CCN(C(C)C)C(C)C.C(=O)([O-])[O-].[K+].[K+]. The catalyst is CS(C)=O.ClCCl. The product is [C:39]([O:38][C:36]([N:32]1[CH2:33][CH2:34][CH2:35][C@H:31]1[C:28]1[NH:29][CH:30]=[C:26]([C:23]2[CH:24]=[CH:25][C:20]([CH:11]3[N:12]([C:13]4[CH:14]=[CH:15][C:16]([F:19])=[CH:17][CH:18]=4)[CH:8]([C:5]4[CH:6]=[CH:7][C:2]([NH:1][C:55]([C@@H:51]5[CH2:52][CH2:53][CH2:54][N:50]5[C:48]([O:47][C:43]([CH3:46])([CH3:45])[CH3:44])=[O:49])=[O:56])=[CH:3][CH:4]=4)[CH2:9][CH2:10]3)=[CH:21][CH:22]=2)[N:27]=1)=[O:37])([CH3:42])([CH3:41])[CH3:40]. The yield is 0.910. (7) The reactants are [CH2:1]([N:8]1[CH:16]=[C:15]2[C:10]([CH:11]=[C:12]([C:17]3[CH:18]=[C:19]([CH2:27][CH2:28]Br)[N:20]4[C:25]=3[C:24]([NH2:26])=[N:23][CH:22]=[N:21]4)[CH:13]=[CH:14]2)=[N:9]1)[C:2]1[CH:7]=[CH:6][CH:5]=[CH:4][CH:3]=1.[C:30]([N:33]1[CH2:38][CH2:37][NH:36][CH2:35][CH2:34]1)(=[O:32])[CH3:31].C(N(CC)CC)C.[I-].[Na+]. The catalyst is CN(C=O)C. The product is [NH2:26][C:24]1[C:25]2=[C:17]([C:12]3[CH:13]=[CH:14][C:15]4[C:10]([CH:11]=3)=[N:9][N:8]([CH2:1][C:2]3[CH:7]=[CH:6][CH:5]=[CH:4][CH:3]=3)[CH:16]=4)[CH:18]=[C:19]([CH2:27][CH2:28][N:36]3[CH2:37][CH2:38][N:33]([C:30](=[O:32])[CH3:31])[CH2:34][CH2:35]3)[N:20]2[N:21]=[CH:22][N:23]=1. The yield is 0.650. (8) The reactants are C(O)(C(F)(F)F)=O.[CH2:8]([O:15][P:16]([O:26][CH2:27][CH2:28][O:29][CH2:30][CH2:31][O:32][CH2:33][C:34]([CH3:43])([CH3:42])[C:35]([O:37]C(C)(C)C)=[O:36])([O:18][CH2:19][C:20]1[CH:25]=[CH:24][CH:23]=[CH:22][CH:21]=1)=[O:17])[C:9]1[CH:14]=[CH:13][CH:12]=[CH:11][CH:10]=1. The catalyst is C(Cl)Cl. The product is [CH2:8]([O:15][P:16]([O:26][CH2:27][CH2:28][O:29][CH2:30][CH2:31][O:32][CH2:33][C:34]([CH3:43])([CH3:42])[C:35]([OH:37])=[O:36])([O:18][CH2:19][C:20]1[CH:25]=[CH:24][CH:23]=[CH:22][CH:21]=1)=[O:17])[C:9]1[CH:10]=[CH:11][CH:12]=[CH:13][CH:14]=1. The yield is 0.990. (9) The reactants are [NH:1]1[CH2:6][CH2:5][CH:4]([O:7][C:8](=[O:19])[NH:9][C:10]2[CH:15]=[CH:14][C:13]([CH:16]([CH3:18])[CH3:17])=[CH:12][CH:11]=2)[CH2:3][CH2:2]1.Cl[C:21]1[C:30]2[C:25](=[CH:26][C:27]([O:33][CH3:34])=[C:28]([O:31][CH3:32])[CH:29]=2)[N:24]=[CH:23][C:22]=1[C:35]#[N:36]. The catalyst is C(O)(C)C. The product is [C:35]([C:22]1[CH:23]=[N:24][C:25]2[C:30]([C:21]=1[N:1]1[CH2:2][CH2:3][CH:4]([O:7][C:8](=[O:19])[NH:9][C:10]3[CH:15]=[CH:14][C:13]([CH:16]([CH3:17])[CH3:18])=[CH:12][CH:11]=3)[CH2:5][CH2:6]1)=[CH:29][C:28]([O:31][CH3:32])=[C:27]([O:33][CH3:34])[CH:26]=2)#[N:36]. The yield is 0.0590. (10) The reactants are [O:1]1[C:5]2[CH:6]=[CH:7][C:8]([C:10]3[O:14][CH:13]=[N:12][C:11]=3Br)=[CH:9][C:4]=2[O:3][CH2:2]1.[Cl-].[NH4+:17]. The catalyst is C1COCC1.C(OCC)(=O)C.C1C=CC([P]([Pd]([P](C2C=CC=CC=2)(C2C=CC=CC=2)C2C=CC=CC=2)([P](C2C=CC=CC=2)(C2C=CC=CC=2)C2C=CC=CC=2)[P](C2C=CC=CC=2)(C2C=CC=CC=2)C2C=CC=CC=2)(C2C=CC=CC=2)C2C=CC=CC=2)=CC=1. The product is [O:1]1[C:5]2[CH:6]=[CH:7][C:8]([C:10]3[O:14][CH:13]=[N:12][C:11]=3[C:8]3[CH:9]=[CH:4][CH:5]=[CH:6][N:17]=3)=[CH:9][C:4]=2[O:3][CH2:2]1. The yield is 0.460.